This data is from Forward reaction prediction with 1.9M reactions from USPTO patents (1976-2016). The task is: Predict the product of the given reaction. (1) Given the reactants C(OC([N:8]1[CH2:17][C:16]([CH3:19])([CH3:18])[C:15]2[C:10](=[CH:11][C:12]([NH:20][C:21]([C:23]3[C:24](F)=[N:25][CH:26]=[CH:27][CH:28]=3)=[O:22])=[CH:13][CH:14]=2)[CH2:9]1)=O)(C)(C)C.Cl.Cl.[NH:32]1[C:36]2=[N:37][C:38]([CH2:41][NH2:42])=[CH:39][CH:40]=[C:35]2[CH2:34][CH2:33]1, predict the reaction product. The product is: [NH:32]1[C:36]2=[N:37][C:38]([CH2:41][NH:42][C:24]3[N:25]=[CH:26][CH:27]=[CH:28][C:23]=3[C:21]([NH:20][C:12]3[CH:11]=[C:10]4[C:15]([C:16]([CH3:19])([CH3:18])[CH2:17][NH:8][CH2:9]4)=[CH:14][CH:13]=3)=[O:22])=[CH:39][CH:40]=[C:35]2[CH2:34][CH2:33]1. (2) Given the reactants [CH2:1]([CH2:5][C:6](=O)[CH3:7])[C:2]([CH3:4])=O.[NH2:9][C:10]1[CH:15]=[CH:14][C:13]([OH:16])=[C:12]([Cl:17])[CH:11]=1, predict the reaction product. The product is: [Cl:17][C:12]1[CH:11]=[C:10]([N:9]2[C:6]([CH3:7])=[CH:5][CH:1]=[C:2]2[CH3:4])[CH:15]=[CH:14][C:13]=1[OH:16]. (3) Given the reactants [Cl:1][C:2]1[CH:8]=[CH:7][C:6]([N+:9]([O-:11])=[O:10])=[CH:5][C:3]=1N.Cl.N([O-])=O.[Na+].[C:17]([S-:19])#[N:18].[K+], predict the reaction product. The product is: [Cl:1][C:2]1[CH:8]=[CH:7][C:6]([N+:9]([O-:11])=[O:10])=[CH:5][C:3]=1[S:19][C:17]#[N:18]. (4) Given the reactants O1C2CCCC([NH2:10])C=2C=C1.[CH3:11][O:12][C:13]1[CH:14]=[CH:15][CH:16]=[C:17]2[C:22]=1[C:21](=O)[CH2:20][CH2:19][CH2:18]2, predict the reaction product. The product is: [CH3:11][O:12][C:13]1[CH:14]=[CH:15][CH:16]=[C:17]2[C:22]=1[CH:21]([NH2:10])[CH2:20][CH2:19][CH2:18]2. (5) Given the reactants F[C:2]1[C:3]([C:16]2[CH:21]=[CH:20][CH:19]=[CH:18][CH:17]=2)=[C:4]([CH3:15])[C:5]([C:13]#[N:14])=[C:6]2[C:10]=1[O:9][C:8]([NH:11][CH3:12])=[N:7]2.[CH2:22]([N:24]([CH2:27]C)[CH2:25][CH3:26])C.C[NH:30][C@H:31]1CCN[CH2:32]1, predict the reaction product. The product is: [CH3:27][N:24]([CH3:22])[C@H:25]1[CH2:32][CH2:31][N:30]([C:2]2[C:3]([C:16]3[CH:21]=[CH:20][CH:19]=[CH:18][CH:17]=3)=[C:4]([CH3:15])[C:5]([C:13]#[N:14])=[C:6]3[C:10]=2[O:9][C:8]([NH:11][CH3:12])=[N:7]3)[CH2:26]1. (6) The product is: [F:8][C:7]1[C:2]([CH2:32][C:33]([CH3:36])([CH3:35])[CH3:34])=[CH:3][C:4]([O:29][CH3:30])=[C:5]([N:9]2[C:18]3[C:13](=[CH:14][C:15]([S:19]([NH:22][C:23]4[CH:27]=[CH:26][O:25][N:24]=4)(=[O:20])=[O:21])=[CH:16][CH:17]=3)[CH:12]=[CH:11][C:10]2=[O:28])[CH:6]=1. Given the reactants Br[C:2]1[C:7]([F:8])=[CH:6][C:5]([N:9]2[C:18]3[C:13](=[CH:14][C:15]([S:19]([NH:22][C:23]4[CH:27]=[CH:26][O:25][N:24]=4)(=[O:21])=[O:20])=[CH:16][CH:17]=3)[CH:12]=[CH:11][C:10]2=[O:28])=[C:4]([O:29][CH3:30])[CH:3]=1.[Br-].[CH2:32]([Zn+])[C:33]([CH3:36])([CH3:35])[CH3:34], predict the reaction product.